Dataset: Reaction yield outcomes from USPTO patents with 853,638 reactions. Task: Predict the reaction yield, written as a fraction of the theoretical maximum amount of product (1.0 means a 100% yield; for example, 0.34 means a 34% yield). (1) The reactants are F[C:2]1[CH:7]=[CH:6][C:5]([N+:8]([O-:10])=[O:9])=[C:4]([O:11][C:12]2[C:17]([O:18][CH3:19])=[CH:16][CH:15]=[CH:14][C:13]=2[F:20])[CH:3]=1.[CH3:21][O-:22].[Na+].O. The catalyst is CN(C=O)C. The product is [F:20][C:13]1[CH:14]=[CH:15][CH:16]=[C:17]([O:18][CH3:19])[C:12]=1[O:11][C:4]1[CH:3]=[C:2]([O:22][CH3:21])[CH:7]=[CH:6][C:5]=1[N+:8]([O-:10])=[O:9]. The yield is 0.700. (2) The reactants are [O:1]=[C:2]1[NH:8][CH2:7][CH2:6][CH:5]([C:9]([O:11][CH2:12][CH3:13])=[O:10])[CH2:4][CH2:3]1.Br[CH:15]([CH2:23][CH3:24])[C:16]([O:18][C:19]([CH3:22])([CH3:21])[CH3:20])=[O:17].[H-].[Na+]. The catalyst is C(#N)C. The product is [C:19]([O:18][C:16]([CH:15]([N:8]1[C:2](=[O:1])[CH2:3][CH2:4][CH:5]([C:9]([O:11][CH2:12][CH3:13])=[O:10])[CH2:6][CH2:7]1)[CH2:23][CH3:24])=[O:17])([CH3:22])([CH3:21])[CH3:20]. The yield is 0.690. (3) The reactants are [CH2:1]([O:8][C:9]([NH:11][C:12]([C:34](=[O:36])[NH2:35])([CH2:20][C:21]([O:23][CH:24]1[CH:29]([CH:30]([CH3:32])[CH3:31])[CH2:28][CH2:27][CH:26]([CH3:33])[CH2:25]1)=[O:22])[C:13]([O:15][C:16]([CH3:19])([CH3:18])[CH3:17])=[O:14])=[O:10])[C:2]1[CH:7]=[CH:6][CH:5]=[CH:4][CH:3]=1. The catalyst is CC(C)=O. The product is [CH2:1]([O:8][C:9]([NH:11][C@@:12]([C:34](=[O:36])[NH2:35])([CH2:20][C:21]([O:23][CH:24]1[CH:29]([CH:30]([CH3:31])[CH3:32])[CH2:28][CH2:27][CH:26]([CH3:33])[CH2:25]1)=[O:22])[C:13]([O:15][C:16]([CH3:18])([CH3:17])[CH3:19])=[O:14])=[O:10])[C:2]1[CH:7]=[CH:6][CH:5]=[CH:4][CH:3]=1. The yield is 0.0880. (4) The reactants are [CH3:1][C:2]1[C:3]([C:13]([F:16])([F:15])[F:14])=[CH:4][C:5]([N+:10]([O-])=O)=[C:6]([CH:9]=1)[C:7]#[N:8].C(O)C. The catalyst is CO.Cl.[Fe]. The product is [NH2:10][C:5]1[CH:4]=[C:3]([C:13]([F:14])([F:15])[F:16])[C:2]([CH3:1])=[CH:9][C:6]=1[C:7]#[N:8]. The yield is 0.780. (5) The reactants are N/C(/C#N)=[C:3](\[NH:6][C:7]([NH:9][C@H:10]1CC[O:12][CH2:11]1)=O)/[C:4]#[N:5].[C:17]1([CH3:27])C(S(O)(=O)=O)=CC=CC=1.[N:28]([C@H:31]1[CH2:35][CH2:34][O:33][CH2:32]1)=[C:29]=[O:30].[NH2:36]/C(/C#N)=C(\N)/C#N.[O:44]1[CH2:48][CH2:47][CH2:46][CH2:45]1. No catalyst specified. The product is [OH:44][C:48]1[CH:47]=[C:46]([C:7]2[N:6]=[C:3]3[C:4]([NH:5][C:29](=[O:30])[N:28]3[C@H:31]3[CH2:35][CH2:34][O:33][CH2:32]3)=[C:10]([C:11]([NH2:36])=[O:12])[N:9]=2)[CH:45]=[CH:17][CH:27]=1. The yield is 0.390.